This data is from Experimentally validated miRNA-target interactions with 360,000+ pairs, plus equal number of negative samples. The task is: Binary Classification. Given a miRNA mature sequence and a target amino acid sequence, predict their likelihood of interaction. (1) The miRNA is hsa-miR-4502 with sequence GCUGAUGAUGAUGGUGCUGAAG. The protein sequence of the target gene is MKTSKASQRYRGIRRNASQCYLYQESLLLSNLDDSFSADETGDSNDPEQIFQNIQFQKDLMANIRCRPWTMGQKLRALRQAKNIVLKFEGRLTRTRGYQAAGAELWRKFARLACNFVVIFIPWEMRIKKIESHFGSGVASYFIFLRWLFGINIVLTIMTGAFIVIPELIAGQPFGSTARKTIPKEQVSSAQDLDTVWSLGGYLQYSVLFYGYYGRERKIGRAGYRLPLAYFLVGMAVFAYSFIILLKKMAKNSRTSLASASNENYTFCWRVFCAWDYLIGNPEAAESKTAAIVNSIREAI.... Result: 0 (no interaction). (2) The miRNA is hsa-miR-19a-5p with sequence AGUUUUGCAUAGUUGCACUACA. The protein sequence of the target gene is MTLRRLRKLQQKEEATAAPDPAGRAPDSEAARAAPLPSGPPAAAAPPGAPGEELYAALEDYHPAELYRALAVSGGTLPRRKGSGFRWKNFTQSPEQQRKVLTLEKGDNQTFGFEIQTYGLHHREEQRVEMVTFVCRVHESSPAQLAGLTPGDTIASVNGLNVEGIRHREIVDIIKASGNVLRLETLYGTSIRKAELEARLQYLKQTLYEKWGEYRSLMVQEQRLVHGLVVKDPSIYDTLESVRSCLYGAGLLPGSLPFGPLLAAPGSARGGARRAKGDTDDAVYHTCFFGGAEPQALPPP.... Result: 0 (no interaction). (3) Result: 0 (no interaction). The miRNA is hsa-miR-4659b-3p with sequence UUUCUUCUUAGACAUGGCAGCU. The protein sequence of the target gene is MSDEIFSTTLAYTKSPKATKRTSFQDELIRAITARSARQRSSEYSDDFDSDEIVSLGEFSDTSTDESLVRKKMNDFHISDDEEKNSPRLSFLKTKKVNRAISNDALDSSTPGSEGSSPDAQEDVTGDSLPKSQNDDREVGREIITVKPTPRMHPVKRSTSSGETSSGLDADGHFKPSPQPRSMLKKSSHTEEGVRPGVDKEHSISEASAPTPSLPRQNGTELQTEEKIYSENLDLEDSLLQSLTSSSFKESPGGCTSPGSQEKVPIKDHDGEPTEIWDSLLSNENEGSSVLVNCVTPELE.... (4) The miRNA is mmu-miR-1930-5p with sequence ACCUCCAUAGUACCUGCAGCGU. The protein sequence of the target gene is MDSLASGRWRRRRTEELPAAGDAKRACRRSEPGGYECSGHMLTTCALLSWSTEDQEPRPRGLPASQPDCSQERLSSMVLQNGGRSSAQPCLRCISGESGHFNHTDNH. Result: 1 (interaction). (5) The miRNA is hsa-miR-3190-3p with sequence UGUGGAAGGUAGACGGCCAGAGA. The protein sequence of the target gene is MAATEGVGESAAGGEPGQPEQPPPPPPPPPAQQPQEEEMAAEAGEAAASPMDDGFLSLDSPTYVLYRDRAEWADIDPVPQNDGPNPVVQIIYSEKFRDVYDYFRAVLQRDERSERAFKLTRDAIELNAANYTVWHFRRVLLRSLQKDLQEEMNYITAIIEEQPKNYQVWHHRRVLVEWLKDPSQELEFIADILSQDAKNYHAWQHRQWVIQEFRLWDNELQYVDQLLKEDVRNNSVWNQRHFVISNTTGYSDRAVLEREVQYTLEMIKLVPHNESAWNYLKGILQDRGLSRYPNLLNQLL.... Result: 0 (no interaction). (6) The miRNA is hsa-miR-4778-3p with sequence UCUUCUUCCUUUGCAGAGUUGA. The protein sequence of the target gene is MMFSGFNADYEASSSRCSSASPAGDSLSYYHSPADSFSSMGSPVNAQDFCTDLAVSSVNFIPTVTAISISPDLQWLVQPTLVSSVAPSQTRAPHPYGVPTPSAGAYSRAGAVKTMPGGRAQSIGRRGKVEQLSPEEEEKRRIRRERNKMAAAKCRNRRRELTDTLQAETDQLEDEKSALQTEIANLLKEKEKLEFILAAHRPACKIPDDLGFPEEMSVASLDLSGGLPEAATPESEEAFTLPLLNDPEPKPSVEPVKKVSSMELKAEPFDDFLFPASSRPGGSETARSVPDMDLSGSFYA.... Result: 0 (no interaction).